Dataset: NCI-60 drug combinations with 297,098 pairs across 59 cell lines. Task: Regression. Given two drug SMILES strings and cell line genomic features, predict the synergy score measuring deviation from expected non-interaction effect. (1) Drug 1: CC12CCC(CC1=CCC3C2CCC4(C3CC=C4C5=CN=CC=C5)C)O. Drug 2: CCC1(C2=C(COC1=O)C(=O)N3CC4=CC5=C(C=CC(=C5CN(C)C)O)N=C4C3=C2)O.Cl. Cell line: HL-60(TB). Synergy scores: CSS=61.5, Synergy_ZIP=6.05, Synergy_Bliss=10.2, Synergy_Loewe=-57.9, Synergy_HSA=6.70. (2) Drug 2: CC1CCCC2(C(O2)CC(NC(=O)CC(C(C(=O)C(C1O)C)(C)C)O)C(=CC3=CSC(=N3)C)C)C. Cell line: MDA-MB-435. Drug 1: C1=CC(=CC=C1C#N)C(C2=CC=C(C=C2)C#N)N3C=NC=N3. Synergy scores: CSS=52.7, Synergy_ZIP=0.313, Synergy_Bliss=0.391, Synergy_Loewe=-23.0, Synergy_HSA=1.26.